Dataset: Full USPTO retrosynthesis dataset with 1.9M reactions from patents (1976-2016). Task: Predict the reactants needed to synthesize the given product. (1) Given the product [CH:1]1([C:4]([N:27]2[CH2:28][CH2:29][CH:24]([N:23]([CH3:30])[C:21]([N:19]3[CH:20]=[C:16]([C:13]4[CH:14]=[CH:15][C:10]([O:9][CH3:8])=[C:11]([CH3:31])[CH:12]=4)[N:17]=[CH:18]3)=[O:22])[CH2:25][CH2:26]2)=[O:5])[CH2:3][CH2:2]1, predict the reactants needed to synthesize it. The reactants are: [CH:1]1([C:4](Cl)=[O:5])[CH2:3][CH2:2]1.Cl.[CH3:8][O:9][C:10]1[CH:15]=[CH:14][C:13]([C:16]2[N:17]=[CH:18][N:19]([C:21]([N:23]([CH3:30])[CH:24]3[CH2:29][CH2:28][NH:27][CH2:26][CH2:25]3)=[O:22])[CH:20]=2)=[CH:12][C:11]=1[CH3:31].CCN(C(C)C)C(C)C.O. (2) Given the product [CH:1]([O:4][C:5](=[O:24])[C:6]1[CH:11]=[CH:10][C:9]([C:12]#[CH:13])=[CH:8][C:7]=1[CH2:18][N:19]([CH:21]1[CH2:23][CH2:22]1)[CH3:20])([CH3:3])[CH3:2], predict the reactants needed to synthesize it. The reactants are: [CH:1]([O:4][C:5](=[O:24])[C:6]1[CH:11]=[CH:10][C:9]([C:12]#[C:13][Si](C)(C)C)=[CH:8][C:7]=1[CH2:18][N:19]([CH:21]1[CH2:23][CH2:22]1)[CH3:20])([CH3:3])[CH3:2].C(=O)([O-])[O-].[K+].[K+]. (3) Given the product [NH2:1][C:2]1[C:3]([C:15]([NH:17][CH3:18])=[O:16])=[N:4][C:5]([C:8]2[CH:13]=[CH:12][CH:11]=[C:10]([NH:14][C:27]([NH:26][CH2:19][C:20]3[CH:25]=[CH:24][CH:23]=[CH:22][CH:21]=3)=[O:28])[CH:9]=2)=[CH:6][N:7]=1, predict the reactants needed to synthesize it. The reactants are: [NH2:1][C:2]1[C:3]([C:15]([NH:17][CH3:18])=[O:16])=[N:4][C:5]([C:8]2[CH:13]=[CH:12][CH:11]=[C:10]([NH2:14])[CH:9]=2)=[CH:6][N:7]=1.[CH2:19]([N:26]=[C:27]=[O:28])[C:20]1[CH:25]=[CH:24][CH:23]=[CH:22][CH:21]=1.